Dataset: Forward reaction prediction with 1.9M reactions from USPTO patents (1976-2016). Task: Predict the product of the given reaction. (1) Given the reactants C([O:3][C:4](=[O:16])[C:5]([OH:15])([CH3:14])[C:6]([NH:8][CH2:9][C:10]([F:13])([F:12])[F:11])=[O:7])C.[OH-].[Li+], predict the reaction product. The product is: [OH:15][C:5]([CH3:14])([C:6]([NH:8][CH2:9][C:10]([F:11])([F:12])[F:13])=[O:7])[C:4]([OH:16])=[O:3]. (2) Given the reactants [CH3:1][C:2]1([CH3:25])[C:6]([CH3:8])([CH3:7])[O:5][B:4]([C:9]2[CH:14]=[CH:13][C:12]([C@H:15]([NH:17]C(=O)OC(C)(C)C)[CH3:16])=[CH:11][CH:10]=2)[O:3]1.[ClH:26], predict the reaction product. The product is: [ClH:26].[CH3:8][C:6]1([CH3:7])[C:2]([CH3:1])([CH3:25])[O:3][B:4]([C:9]2[CH:10]=[CH:11][C:12]([C@H:15]([NH2:17])[CH3:16])=[CH:13][CH:14]=2)[O:5]1. (3) Given the reactants ClC1C=CC=CC=1C1C=CN=CC=1N(CCS(C)(=O)=O)[C:15](=[O:30])[C:16]1C=C(C(F)(F)F)[CH:19]=[C:18](C(F)(F)F)[CH:17]=1.[F:37][C:38]1[CH:43]=[CH:42][C:41]([C:44]2[CH:49]=[CH:48][N:47]=[CH:46][C:45]=2[NH:50][C:51](=[O:57])[O:52][C:53]([CH3:56])([CH3:55])[CH3:54])=[C:40]([O:58][CH3:59])[CH:39]=1.C(Cl)C1OCCC1, predict the reaction product. The product is: [F:37][C:38]1[CH:43]=[CH:42][C:41]([C:44]2[CH:49]=[CH:48][N:47]=[CH:46][C:45]=2[N:50]([CH2:19][CH:18]2[CH2:17][CH2:16][CH2:15][O:30]2)[C:51](=[O:57])[O:52][C:53]([CH3:54])([CH3:55])[CH3:56])=[C:40]([O:58][CH3:59])[CH:39]=1. (4) The product is: [C:16]1([CH2:2][CH2:3][CH2:4][CH2:5][CH2:6][C:7]2[CH:8]=[CH:9][C:10]([C:11]([OH:13])=[O:12])=[CH:14][CH:15]=2)[CH:17]=[CH:18][CH:19]=[CH:20][CH:21]=1. Given the reactants O=[C:2]([C:16]1[CH:21]=[CH:20][CH:19]=[CH:18][CH:17]=1)[CH:3]=[CH:4][CH:5]=[CH:6][C:7]1[CH:15]=[CH:14][C:10]([C:11]([OH:13])=[O:12])=[CH:9][CH:8]=1.OS(O)(=O)=O, predict the reaction product.